Dataset: Catalyst prediction with 721,799 reactions and 888 catalyst types from USPTO. Task: Predict which catalyst facilitates the given reaction. (1) Reactant: [F:1][CH:2]([F:20])[O:3][C:4]1[CH:9]=[CH:8][C:7]([CH:10]2[CH2:15][NH:14][CH2:13][CH:12]([C:16]([O:18][CH3:19])=[O:17])[CH2:11]2)=[CH:6][CH:5]=1.[N:21]1([C:29](OC2C=CC([N+]([O-])=O)=CC=2)=[O:30])[CH2:26][CH2:25][S:24](=[O:28])(=[O:27])[CH2:23][CH2:22]1.O.C(OCC)(=O)C. Product: [F:20][CH:2]([F:1])[O:3][C:4]1[CH:5]=[CH:6][C:7]([CH:10]2[CH2:15][N:14]([C:29]([N:21]3[CH2:26][CH2:25][S:24](=[O:28])(=[O:27])[CH2:23][CH2:22]3)=[O:30])[CH2:13][CH:12]([C:16]([O:18][CH3:19])=[O:17])[CH2:11]2)=[CH:8][CH:9]=1. The catalyst class is: 60. (2) Reactant: [NH:1]1[C:9]2[C:4](=[CH:5][CH:6]=[CH:7][CH:8]=2)[C:3]([CH2:10][CH2:11][C:12]([O:14][CH3:15])=[O:13])=[CH:2]1.[CH3:16][C:17]([O:20][C:21](O[C:21]([O:20][C:17]([CH3:19])([CH3:18])[CH3:16])=[O:22])=[O:22])([CH3:19])[CH3:18]. Product: [CH3:15][O:14][C:12](=[O:13])[CH2:11][CH2:10][C:3]1[C:4]2[C:9](=[CH:8][CH:7]=[CH:6][CH:5]=2)[N:1]([C:21]([O:20][C:17]([CH3:19])([CH3:18])[CH3:16])=[O:22])[CH:2]=1. The catalyst class is: 230. (3) Reactant: Cl[CH2:2][CH2:3][CH2:4][C:5]([NH:7][C:8]1[CH:9]=[N:10][C:11]([N:14]2[CH2:19][CH2:18][C@@H:17]([CH3:20])[C@@H:16]([N:21]3[C:25]4=[C:26]5[CH:32]=[CH:31][NH:30][C:27]5=[N:28][CH:29]=[C:24]4[NH:23][C:22]3=[O:33])[CH2:15]2)=[CH:12][CH:13]=1)=[O:6].O1CCCC1.CC([O-])(C)C.[K+].C(Cl)(Cl)Cl. Product: [CH3:20][C@@H:17]1[CH2:18][CH2:19][N:14]([C:11]2[CH:12]=[CH:13][C:8]([N:7]3[CH2:2][CH2:3][CH2:4][C:5]3=[O:6])=[CH:9][N:10]=2)[CH2:15][C@@H:16]1[N:21]1[C:25]2=[C:26]3[CH:32]=[CH:31][NH:30][C:27]3=[N:28][CH:29]=[C:24]2[NH:23][C:22]1=[O:33]. The catalyst class is: 6. (4) Reactant: N[C@@H]1C2C(=CC=CC=2)C[C@@H]1O.[F:12][C:13]1[CH:18]=[CH:17][C:16]([C:19]2[C:28]([CH:29](F)[C:30]3[CH:35]=[CH:34][C:33]([O:36][C:37]([F:40])([F:39])[F:38])=[CH:32][CH:31]=3)=[C:27]([CH:42]([CH3:44])[CH3:43])[CH:26]=[C:25]3[C:20]=2[C:21](=[O:47])[CH2:22][C:23]([CH3:46])([CH3:45])[O:24]3)=[CH:15][CH:14]=1.CO. Product: [F:12][C:13]1[CH:14]=[CH:15][C:16]([C:19]2[C:28]([CH2:29][C:30]3[CH:35]=[CH:34][C:33]([O:36][C:37]([F:38])([F:39])[F:40])=[CH:32][CH:31]=3)=[C:27]([CH:42]([CH3:43])[CH3:44])[CH:26]=[C:25]3[C:20]=2[C@@H:21]([OH:47])[CH2:22][C:23]([CH3:45])([CH3:46])[O:24]3)=[CH:17][CH:18]=1. The catalyst class is: 7. (5) Product: [CH3:1][O:2][C:6]1[NH:7][C:13](=[O:14])[CH2:12][CH:11]([C:10]([F:18])([F:17])[F:9])[C:5]=1[C:4]#[N:8]. Reactant: [CH3:1][O-:2].[Na+].[C:4](#[N:8])[CH2:5][C:6]#[N:7].[F:9][C:10]([F:18])([F:17])/[CH:11]=[CH:12]/[C:13](OC)=[O:14]. The catalyst class is: 5.